From a dataset of Forward reaction prediction with 1.9M reactions from USPTO patents (1976-2016). Predict the product of the given reaction. (1) Given the reactants [Br:1][C:2]1[CH:3]=[CH:4][C:5]2[C@@:11]3([C:17]([O:19][CH3:20])=[O:18])[CH:12]=[CH:13][C:14](=[O:16])[CH2:15][C@H:10]3[CH2:9][CH2:8][O:7][C:6]=2[CH:21]=1.[Br:22][C:23]1[CH:24]=[CH:25][C:26]2[C@:32]3([C:38]([O:40][CH3:41])=[O:39])[CH:33]=[CH:34][C:35](=[O:37])[CH2:36][C@@H:31]3[CH2:30][CH2:29][O:28][C:27]=2[CH:42]=1.C([O-])(O)=O.[Na+].C1(C)C=CC=CC=1.S(S([O-])=O)([O-])=O.[Na+].[Na+], predict the reaction product. The product is: [Br:1][C:2]1[CH:3]=[CH:4][C:5]2[C@@:11]3([C:17]([O:19][CH3:20])=[O:18])[CH2:12][CH2:13][C:14](=[O:16])[CH2:15][C@H:10]3[CH2:9][CH2:8][O:7][C:6]=2[CH:21]=1.[Br:22][C:23]1[CH:24]=[CH:25][C:26]2[C@:32]3([C:38]([O:40][CH3:41])=[O:39])[CH2:33][CH2:34][C:35](=[O:37])[CH2:36][C@@H:31]3[CH2:30][CH2:29][O:28][C:27]=2[CH:42]=1. (2) The product is: [C:1]([NH:5][S:6]([C:9]1[CH:14]=[CH:13][CH:12]=[CH:11][C:10]=1[B:15]([OH:20])[OH:16])(=[O:8])=[O:7])([CH3:4])([CH3:2])[CH3:3]. Given the reactants [C:1]([NH:5][S:6]([C:9]1[CH:14]=[CH:13][CH:12]=[CH:11][CH:10]=1)(=[O:8])=[O:7])([CH3:4])([CH3:3])[CH3:2].[B:15](OC(C)C)([O:20]C(C)C)[O:16]C(C)C.Cl.O, predict the reaction product. (3) Given the reactants C(N(CC)CC)C.[Cl:8][C:9]1[CH:14]=[CH:13][C:12]([N+:15]([O-:17])=[O:16])=[CH:11][C:10]=1I.[C:19]([C:21]1[CH:26]=[CH:25][CH:24]=[CH:23][C:22]=1[F:27])#[CH:20], predict the reaction product. The product is: [Cl:8][C:9]1[CH:14]=[CH:13][C:12]([N+:15]([O-:17])=[O:16])=[CH:11][C:10]=1[C:20]#[C:19][C:21]1[CH:26]=[CH:25][CH:24]=[CH:23][C:22]=1[F:27]. (4) The product is: [F:18][C:19]([F:32])([F:31])[S:20]([O:1][C:2]1[CH:3]=[CH:4][C:5]([C:6]([O:8][CH3:9])=[O:7])=[CH:10][CH:11]=1)(=[O:22])=[O:21]. Given the reactants [OH:1][C:2]1[CH:11]=[CH:10][C:5]([C:6]([O:8][CH3:9])=[O:7])=[CH:4][CH:3]=1.N1C=CC=CC=1.[F:18][C:19]([F:32])([F:31])[S:20](O[S:20]([C:19]([F:32])([F:31])[F:18])(=[O:22])=[O:21])(=[O:22])=[O:21].C(=O)(O)[O-].[Na+], predict the reaction product. (5) Given the reactants [N:1]1[NH:2][N:3]=[N:4][C:5]=1[C:6]1[CH:13]=[CH:12][C:9]([CH:10]=O)=[CH:8][CH:7]=1.[C:14]1([CH2:20][C:21]([C:23]2[CH:24]=[N:25][CH:26]=[CH:27][CH:28]=2)=O)[CH:19]=[CH:18][CH:17]=[CH:16][CH:15]=1.[NH2:29][C:30]([NH2:32])=[O:31].Cl, predict the reaction product. The product is: [N:1]1[NH:2][N:3]=[N:4][C:5]=1[C:6]1[CH:13]=[CH:12][C:9]([CH:10]2[C:20]([C:14]3[CH:19]=[CH:18][CH:17]=[CH:16][CH:15]=3)=[C:21]([C:23]3[CH:24]=[N:25][CH:26]=[CH:27][CH:28]=3)[NH:32][C:30](=[O:31])[NH:29]2)=[CH:8][CH:7]=1. (6) Given the reactants C([O:8][C:9]1[CH:10]=[C:11]([CH:32]=[C:33]([O:35]CC2C=CC=CC=2)[CH:34]=1)[C:12]1[O:13][C:14]2[C:19]([C:20](=[O:22])[CH:21]=1)=[CH:18][CH:17]=[C:16]([O:23][CH2:24][CH:25]([OH:31])[CH2:26][NH:27][CH:28]([CH3:30])[CH3:29])[CH:15]=2)C1C=CC=CC=1, predict the reaction product. The product is: [OH:8][C:9]1[CH:10]=[C:11]([CH:32]=[C:33]([OH:35])[CH:34]=1)[C:12]1[O:13][C:14]2[C:19]([C:20](=[O:22])[CH:21]=1)=[CH:18][CH:17]=[C:16]([O:23][CH2:24][CH:25]([OH:31])[CH2:26][NH:27][CH:28]([CH3:29])[CH3:30])[CH:15]=2.